This data is from Full USPTO retrosynthesis dataset with 1.9M reactions from patents (1976-2016). The task is: Predict the reactants needed to synthesize the given product. Given the product [Br:1][C:2]1[CH:3]=[C:4]2[C:9](=[CH:10][CH:11]=1)[N:8]=[C:7]([N:34]1[CH2:35][CH:32]([O:31][CH:28]([CH3:30])[CH3:29])[CH2:33]1)[C:6]([O:13][C:14]1[CH:19]=[CH:18][C:17]([Cl:20])=[CH:16][CH:15]=1)=[C:5]2[Cl:27], predict the reactants needed to synthesize it. The reactants are: [Br:1][C:2]1[CH:3]=[C:4]2[C:9](=[CH:10][CH:11]=1)[NH:8][C:7](=O)[C:6]([O:13][C:14]1[CH:19]=[CH:18][C:17]([Cl:20])=[CH:16][CH:15]=1)=[C:5]2O.CN(C)C=O.[ClH:27].[CH:28]([O:31][CH:32]1[CH2:35][NH:34][CH2:33]1)([CH3:30])[CH3:29].